From a dataset of Reaction yield outcomes from USPTO patents with 853,638 reactions. Predict the reaction yield, written as a fraction of the theoretical maximum amount of product (1.0 means a 100% yield; for example, 0.34 means a 34% yield). (1) The reactants are [F:1][C:2]([F:20])([F:19])[C:3]1[CH:4]=[C:5]([C:13]([CH3:18])([CH3:17])[C:14](Cl)=[O:15])[CH:6]=[C:7]([C:9]([F:12])([F:11])[F:10])[CH:8]=1.[CH3:21][NH:22][C:23]1[CH:24]=[N:25][C:26]([N:36]2[CH2:41][CH2:40][O:39][CH2:38][CH2:37]2)=[CH:27][C:28]=1[C:29]1[CH:34]=[CH:33][CH:32]=[CH:31][C:30]=1[CH3:35].C(N(C(C)C)C(C)C)C.O. The catalyst is ClCCl. The product is [F:1][C:2]([F:20])([F:19])[C:3]1[CH:4]=[C:5]([C:13]([CH3:18])([CH3:17])[C:14]([N:22]([CH3:21])[C:23]2[CH:24]=[N:25][C:26]([N:36]3[CH2:41][CH2:40][O:39][CH2:38][CH2:37]3)=[CH:27][C:28]=2[C:29]2[CH:34]=[CH:33][CH:32]=[CH:31][C:30]=2[CH3:35])=[O:15])[CH:6]=[C:7]([C:9]([F:12])([F:11])[F:10])[CH:8]=1. The yield is 0.640. (2) The product is [ClH:23].[CH3:22][C@@H:11]1[NH:12][CH2:13][CH2:14][N:9]([C:6]2[CH:7]=[CH:8][C:3]([C:1]#[N:2])=[CH:4][CH:5]=2)[CH2:10]1. The yield is 0.940. The catalyst is O1CCOCC1.C(OCC)C. The reactants are [C:1]([C:3]1[CH:8]=[CH:7][C:6]([N:9]2[CH2:14][CH2:13][N:12](C(OC(C)(C)C)=O)[C@@H:11]([CH3:22])[CH2:10]2)=[CH:5][CH:4]=1)#[N:2].[ClH:23].